Dataset: NCI-60 drug combinations with 297,098 pairs across 59 cell lines. Task: Regression. Given two drug SMILES strings and cell line genomic features, predict the synergy score measuring deviation from expected non-interaction effect. (1) Drug 1: CC1CCC2CC(C(=CC=CC=CC(CC(C(=O)C(C(C(=CC(C(=O)CC(OC(=O)C3CCCCN3C(=O)C(=O)C1(O2)O)C(C)CC4CCC(C(C4)OC)O)C)C)O)OC)C)C)C)OC. Drug 2: CC12CCC3C(C1CCC2O)C(CC4=C3C=CC(=C4)O)CCCCCCCCCS(=O)CCCC(C(F)(F)F)(F)F. Cell line: OVCAR-8. Synergy scores: CSS=-3.46, Synergy_ZIP=1.50, Synergy_Bliss=0.0884, Synergy_Loewe=0.982, Synergy_HSA=-3.08. (2) Drug 1: C1CCN(CC1)CCOC2=CC=C(C=C2)C(=O)C3=C(SC4=C3C=CC(=C4)O)C5=CC=C(C=C5)O. Drug 2: CCCS(=O)(=O)NC1=C(C(=C(C=C1)F)C(=O)C2=CNC3=C2C=C(C=N3)C4=CC=C(C=C4)Cl)F. Cell line: PC-3. Synergy scores: CSS=12.0, Synergy_ZIP=-2.16, Synergy_Bliss=-1.28, Synergy_Loewe=-5.02, Synergy_HSA=-3.30. (3) Drug 1: CN1C2=C(C=C(C=C2)N(CCCl)CCCl)N=C1CCCC(=O)O.Cl. Drug 2: CCC1(C2=C(COC1=O)C(=O)N3CC4=CC5=C(C=CC(=C5CN(C)C)O)N=C4C3=C2)O.Cl. Cell line: T-47D. Synergy scores: CSS=40.8, Synergy_ZIP=3.59, Synergy_Bliss=4.67, Synergy_Loewe=-2.02, Synergy_HSA=8.29. (4) Drug 1: CCC1(CC2CC(C3=C(CCN(C2)C1)C4=CC=CC=C4N3)(C5=C(C=C6C(=C5)C78CCN9C7C(C=CC9)(C(C(C8N6C=O)(C(=O)OC)O)OC(=O)C)CC)OC)C(=O)OC)O.OS(=O)(=O)O. Drug 2: CC1C(C(CC(O1)OC2CC(CC3=C2C(=C4C(=C3O)C(=O)C5=C(C4=O)C(=CC=C5)OC)O)(C(=O)CO)O)N)O.Cl. Cell line: CCRF-CEM. Synergy scores: CSS=45.0, Synergy_ZIP=5.02, Synergy_Bliss=5.39, Synergy_Loewe=-4.54, Synergy_HSA=5.00. (5) Drug 1: CCN(CC)CCCC(C)NC1=C2C=C(C=CC2=NC3=C1C=CC(=C3)Cl)OC. Drug 2: C1C(C(OC1N2C=NC3=C2NC=NCC3O)CO)O. Cell line: SF-539. Synergy scores: CSS=39.8, Synergy_ZIP=1.34, Synergy_Bliss=-1.14, Synergy_Loewe=-9.34, Synergy_HSA=-3.77. (6) Drug 1: CC(C)NC(=O)C1=CC=C(C=C1)CNNC.Cl. Drug 2: C(CN)CNCCSP(=O)(O)O. Cell line: SK-OV-3. Synergy scores: CSS=0.345, Synergy_ZIP=-0.297, Synergy_Bliss=-0.436, Synergy_Loewe=0.510, Synergy_HSA=-1.13. (7) Drug 1: C1C(C(OC1N2C=NC3=C(N=C(N=C32)Cl)N)CO)O. Drug 2: CNC(=O)C1=NC=CC(=C1)OC2=CC=C(C=C2)NC(=O)NC3=CC(=C(C=C3)Cl)C(F)(F)F. Cell line: NCIH23. Synergy scores: CSS=36.8, Synergy_ZIP=0.272, Synergy_Bliss=0.881, Synergy_Loewe=-48.2, Synergy_HSA=-0.256.